Dataset: Forward reaction prediction with 1.9M reactions from USPTO patents (1976-2016). Task: Predict the product of the given reaction. (1) Given the reactants [C:1]([O:9][CH2:10][C:11]1[S:12][CH:13]=[C:14]([C:16]2[CH:21]=[CH:20][C:19]([CH2:22]O)=[CH:18][CH:17]=2)[N:15]=1)(=[O:8])[C:2]1[CH:7]=[CH:6][CH:5]=[CH:4][CH:3]=1.S(Cl)([Cl:26])=O.CN(C)C=O, predict the reaction product. The product is: [C:1]([O:9][CH2:10][C:11]1[S:12][CH:13]=[C:14]([C:16]2[CH:21]=[CH:20][C:19]([CH2:22][Cl:26])=[CH:18][CH:17]=2)[N:15]=1)(=[O:8])[C:2]1[CH:7]=[CH:6][CH:5]=[CH:4][CH:3]=1. (2) The product is: [CH3:10][C:9]([CH3:12])([CH3:11])[CH2:8][O:30][C:27]1[CH:26]=[CH:25][C:24]([C:23]2[C:16]3=[N:15][S:14](=[O:31])(=[O:13])[CH2:19][CH2:18][N:17]3[CH:20]=[CH:21][CH:22]=2)=[CH:29][CH:28]=1. Given the reactants C(=O)([O-])[O-].[K+].[K+].I[CH2:8][C:9]([CH3:12])([CH3:11])[CH3:10].[O:13]=[S:14]1(=[O:31])[CH2:19][CH2:18][N:17]2[CH:20]=[CH:21][CH:22]=[C:23]([C:24]3[CH:29]=[CH:28][C:27]([OH:30])=[CH:26][CH:25]=3)[C:16]2=[N:15]1.O, predict the reaction product. (3) Given the reactants [C:1]([N:4]1[CH2:10][CH2:9][CH2:8][CH2:7][C@@H:6]([NH2:11])[CH2:5]1)(=[O:3])[CH3:2].Cl[C:13](OC1C=CC([N+]([O-])=O)=CC=1)=[O:14].C(N(C(C)C)CC)(C)C.[Cl:34][C:35]1[CH:44]=[C:43]2[C:38]([C:39]([N:46]3[CH2:51][CH2:50][NH:49][CH2:48][CH2:47]3)=[CH:40][C:41]([NH2:45])=[N:42]2)=[CH:37][CH:36]=1, predict the reaction product. The product is: [NH2:45][C:41]1[CH:40]=[C:39]([N:46]2[CH2:51][CH2:50][N:49]([C:13]([NH:11][C@H:6]3[CH2:7][CH2:8][CH2:9][CH2:10][N:4]([C:1](=[O:3])[CH3:2])[CH2:5]3)=[O:14])[CH2:48][CH2:47]2)[C:38]2[C:43](=[CH:44][C:35]([Cl:34])=[CH:36][CH:37]=2)[N:42]=1. (4) Given the reactants [Na].[C:2]([OH:9])(=[O:8])/[CH:3]=[CH:4]\[C:5]([OH:7])=O.[CH3:10][C:11]([CH2:13][C:14]([CH3:17])([CH3:16])[CH3:15])=[CH2:12], predict the reaction product. The product is: [C:5]1(=[O:7])[O:9][C:2](=[O:8])[CH:3]=[CH:4]1.[CH3:12][C:11]([CH2:13][C:14]([CH3:17])([CH3:16])[CH3:15])=[CH2:10]. (5) Given the reactants [CH2:1]([O:3][C:4]([C:6]1[N:7]([CH2:11][CH:12]=[CH2:13])[CH:8]=[CH:9][CH:10]=1)=[O:5])[CH3:2].CN(C=O)C.[F:19][C:20]([F:31])([F:30])[C:21](O[C:21](=[O:22])[C:20]([F:31])([F:30])[F:19])=[O:22], predict the reaction product. The product is: [CH2:1]([O:3][C:4]([C:6]1[N:7]([CH2:11][CH:12]=[CH2:13])[CH:8]=[C:9]([C:21](=[O:22])[C:20]([F:31])([F:30])[F:19])[CH:10]=1)=[O:5])[CH3:2].